Dataset: Reaction yield outcomes from USPTO patents with 853,638 reactions. Task: Predict the reaction yield, written as a fraction of the theoretical maximum amount of product (1.0 means a 100% yield; for example, 0.34 means a 34% yield). (1) The reactants are [CH3:1][O:2][C:3]1[N:8]=[C:7]([O:9][CH3:10])[C:6](B(O)O)=[CH:5][N:4]=1.I[C:15]1[O:19][C:18]([CH3:20])=[N:17][C:16]=1[CH3:21].C([O-])([O-])=O.[Na+].[Na+].C1C=CC(P(C2C=CC=CC=2)C2C=CC=CC=2)=CC=1. The catalyst is C(O)CC.CC([O-])=O.CC([O-])=O.[Pd+2]. The product is [CH3:20][C:18]1[O:19][C:15]([C:6]2[C:7]([O:9][CH3:10])=[N:8][C:3]([O:2][CH3:1])=[N:4][CH:5]=2)=[C:16]([CH3:21])[N:17]=1. The yield is 0.660. (2) The yield is 0.480. The reactants are [F:1][C:2]1[CH:10]=[C:9]2[C:5]([C:6]([C:20]3[CH:21]=[N:22][NH:23][CH:24]=3)=[CH:7][N:8]2[S:11]([C:14]2[CH:19]=[CH:18][CH:17]=[CH:16][CH:15]=2)(=[O:13])=[O:12])=[CH:4][CH:3]=1.CS(O[CH2:30][CH2:31][N:32]1[CH2:36][CH2:35][CH2:34][C:33]1=[O:37])(=O)=O.C([O-])([O-])=O.[Cs+].[Cs+]. The product is [F:1][C:2]1[CH:10]=[C:9]2[C:5]([C:6]([C:20]3[CH:24]=[N:23][N:22]([CH2:30][CH2:31][N:32]4[CH2:36][CH2:35][CH2:34][C:33]4=[O:37])[CH:21]=3)=[CH:7][N:8]2[S:11]([C:14]2[CH:15]=[CH:16][CH:17]=[CH:18][CH:19]=2)(=[O:12])=[O:13])=[CH:4][CH:3]=1. The catalyst is CN(C=O)C.O. (3) The reactants are [NH2:1][C@:2]([CH3:14])([CH2:5][CH2:6][C:7]1[N:8]([CH2:12][CH3:13])[CH:9]=[CH:10][CH:11]=1)[CH2:3][OH:4].C(N([CH2:20][CH3:21])CC)C.[C:22](OC(=O)C)(=[O:24])[CH3:23].[OH2:29]. The catalyst is ClCCl.CN(C)C1C=CN=CC=1. The product is [C:22]([O:4][CH2:3][C@@:2]([NH:1][C:20](=[O:29])[CH3:21])([CH3:14])[CH2:5][CH2:6][C:7]1[N:8]([CH2:12][CH3:13])[CH:9]=[CH:10][CH:11]=1)(=[O:24])[CH3:23]. The yield is 0.960. (4) The reactants are [C:1]([O:5][C:6]([NH:8][CH2:9][C:10]1([CH2:16][C:17]([OH:19])=O)[CH2:15][CH2:14][CH2:13][CH2:12][CH2:11]1)=[O:7])([CH3:4])([CH3:3])[CH3:2].C([N:22](CC)CC)C.C(=O)C(C)C. The catalyst is C1COCC1. The product is [C:1]([O:5][C:6](=[O:7])[NH:8][CH2:9][C:10]1([CH2:16][C:17](=[O:19])[NH2:22])[CH2:15][CH2:14][CH2:13][CH2:12][CH2:11]1)([CH3:4])([CH3:3])[CH3:2]. The yield is 0.770. (5) The yield is 0.210. No catalyst specified. The reactants are [C:1]([C:3]1[CH:4]=[C:5]([S:9]([C:12]2[S:16][C:15]([CH2:17][N:18]([CH3:26])[C:19](=[O:25])[O:20][C:21]([CH3:24])([CH3:23])[CH3:22])=[CH:14][C:13]=2[C:27]2[C:28]([F:33])=[N:29][CH:30]=[CH:31][CH:32]=2)(=[O:11])=[O:10])[CH:6]=[CH:7][CH:8]=1)#N.[H-].C([Al+]CC(C)C)C(C)C.C1(C)C=CC=CC=1.Cl.[O:52]1CCCC1. The product is [F:33][C:28]1[C:27]([C:13]2[CH:14]=[C:15]([CH2:17][N:18]([CH3:26])[C:19](=[O:25])[O:20][C:21]([CH3:24])([CH3:22])[CH3:23])[S:16][C:12]=2[S:9]([C:5]2[CH:6]=[CH:7][CH:8]=[C:3]([CH:1]=[O:52])[CH:4]=2)(=[O:10])=[O:11])=[CH:32][CH:31]=[CH:30][N:29]=1.